From a dataset of B-cell epitopes from IEDB database with 3,159 antigens for binding position prediction. Token-level Classification. Given an antigen amino acid sequence, predict which amino acid positions are active epitope sites capable of antibody binding. Output is a list of indices for active positions. (1) Given the antigen sequence: MASAMESDSSGGSGGADAQPPLAEVDGGLARVTRQLLLSGDDPAARLRALMPLELGIFGLGDLAQPVLVRDFLNTLTLMSGHAYPAAVLRHHAYYLLRAASFSRRSFGLGHLEAALDVLASSLPPTTASPATDDPLDGSRLIAETRALAAAYRRIIEEGSGEVLAVSGPTATFAFVEELVADTYLARWDAFPREGLSFYAFNAAKTTLGRWLVTVYAETNRYPWAAAGQGQPTAADIKAMAVELVEHSGGGAGGGEGEESGGGGLFHRPESLSSVVASLPLARRRAVEILGVYAEASGGQTPPVAAVPVLAFDAARLRLLEPSGALFYDYVYEALLWDQTYGVPDSVIEAFLAGMAAEMEALAARVQEAAGSRASFSPAAIEQVATVLLSAGLNETVAGDYAMMLASVPRVSRSRWRWLEATAALLESLSGFALHFFRLLPTASPTSRFARVARAAYLRAEAEAVDRRARRTSGPSTPAAAPAATAVGVGAAADPWDAVT..., which amino acid positions are active epitope sites? The epitope positions are: [304, 305, 306, 307, 308, 309, 310, 311, 312, 313, 314, 315, 316, 317, 318, 319, 320]. The amino acids at these positions are: AAVPVLAFDAARLRLLE. (2) Given the antigen sequence: MGCQARSNVTITRGRAAGGQCLSRSCPQRAPARLSRPSRRKHPAAMSDEEVEHVEEEYEEEEEAQEEAPPPPAEVPEVHEEVHEVHEPEEVQEEEKPRPRLTAPKIPEGEKVDFDDIQKKRQNKDLMELQALIDSHFEARKKEEEELVALKERIEKRRAERAEQQRIRAEKERERQNRLAEEKARREEEDAKRRAEDDLKKKKALSSMGANYSSYLAKADQKRGKKQTAREMKKKVLAERRKPLNIDHLSEDKLRDKAKELWDTLYQLETDKFEYGEKLKRQKYDIMNVRARVEMLAKFSKKAGTAPKGKVGGRWK, which amino acid positions are active epitope sites? The epitope positions are: [67, 68, 69, 70, 71, 72, 73, 74, 75, 76, 77, 78, 79, 80, 81, 82]. The amino acids at these positions are: APPPPAEVPEVHEEVH.